From a dataset of Forward reaction prediction with 1.9M reactions from USPTO patents (1976-2016). Predict the product of the given reaction. (1) Given the reactants [CH3:1][O:2][C:3]1[N:8]=[C:7]2[C:9]([C:13]3[NH:37][C:16]4=[N:17][CH:18]=[CH:19][C:20]([CH2:21][NH:22][CH2:23][CH:24]5[CH2:29][CH2:28][N:27](C(OC(C)(C)C)=O)[CH2:26][CH2:25]5)=[C:15]4[CH:14]=3)=[CH:10][N:11]([CH3:12])[C:6]2=[CH:5][C:4]=1[O:38][CH3:39].[ClH:40], predict the reaction product. The product is: [ClH:40].[CH3:1][O:2][C:3]1[N:8]=[C:7]2[C:9]([C:13]3[NH:37][C:16]4=[N:17][CH:18]=[CH:19][C:20]([CH2:21][NH:22][CH2:23][CH:24]5[CH2:29][CH2:28][NH:27][CH2:26][CH2:25]5)=[C:15]4[CH:14]=3)=[CH:10][N:11]([CH3:12])[C:6]2=[CH:5][C:4]=1[O:38][CH3:39]. (2) Given the reactants F[C:2]1[CH:3]=[C:4]2[C:8](=[CH:9][C:10]=1[F:11])[N:7]([S:12]([C:15]1[CH:20]=[CH:19][CH:18]=[CH:17][CH:16]=1)(=[O:14])=[O:13])[CH:6]=[C:5]2[C:21]1[CH:22]=[N:23][N:24]([CH2:26]C2CCNCC2)[CH:25]=1.C([O-])([O-])=O.[Cs+].[Cs+].ClC[CH2:41][N:42]1[CH2:46][CH2:45][CH2:44][CH2:43]1, predict the reaction product. The product is: [F:11][C:10]1[CH:9]=[C:8]2[C:4]([C:5]([C:21]3[CH:22]=[N:23][N:24]([CH2:26][CH2:41][N:42]4[CH2:46][CH2:45][CH2:44][CH2:43]4)[CH:25]=3)=[CH:6][N:7]2[S:12]([C:15]2[CH:16]=[CH:17][CH:18]=[CH:19][CH:20]=2)(=[O:14])=[O:13])=[CH:3][CH:2]=1. (3) Given the reactants [Cl:1][C:2]1[N:7]=[C:6](Cl)[CH:5]=[C:4]([CH3:9])[N:3]=1.[C:10]1(B(O)O)[CH:15]=[CH:14][CH:13]=[CH:12][CH:11]=1.C([O-])([O-])=O.[K+].[K+], predict the reaction product. The product is: [Cl:1][C:2]1[N:3]=[C:4]([CH3:9])[CH:5]=[C:6]([C:10]2[CH:15]=[CH:14][CH:13]=[CH:12][CH:11]=2)[N:7]=1. (4) Given the reactants [Cl:1][C:2]1[CH:9]=[CH:8][C:5]([CH:6]=O)=[CH:4][C:3]=1[O:10][CH3:11].[N+:12]([CH2:15][CH3:16])([O-:14])=[O:13].Cl.CNC.[F-].[K+], predict the reaction product. The product is: [Cl:1][C:2]1[CH:9]=[CH:8][C:5]([CH:6]=[C:15]([N+:12]([O-:14])=[O:13])[CH3:16])=[CH:4][C:3]=1[O:10][CH3:11]. (5) Given the reactants Cl[C:2]1[N:11]=[C:10](Cl)[C:9]2[C:4](=[CH:5][CH:6]=[CH:7][CH:8]=2)[N:3]=1.[NH2:13][C:14]1[CH:19]=[CH:18][C:17]([CH3:20])=[CH:16][CH:15]=1.[CH3:21][C:22]1[CH:26]=[C:25]([CH3:27])[NH:24][N:23]=1, predict the reaction product. The product is: [CH3:21][C:22]1[CH:26]=[C:25]([CH3:27])[N:24]([C:2]2[N:11]=[C:10]([NH:13][C:14]3[CH:19]=[CH:18][C:17]([CH3:20])=[CH:16][CH:15]=3)[C:9]3[C:4](=[CH:5][CH:6]=[CH:7][CH:8]=3)[N:3]=2)[N:23]=1. (6) Given the reactants C(Cl)(=O)C(Cl)=O.CS(C)=O.[CH2:11]([N:18]([CH3:26])[C@H:19]([CH2:24][OH:25])[C@H:20]([CH2:22][CH3:23])[CH3:21])[C:12]1[CH:17]=[CH:16][CH:15]=[CH:14][CH:13]=1.C(N(CC)CC)C, predict the reaction product. The product is: [CH2:11]([N:18]([CH3:26])[C@@H:19]([C@@H:20]([CH3:21])[CH2:22][CH3:23])[CH:24]=[O:25])[C:12]1[CH:17]=[CH:16][CH:15]=[CH:14][CH:13]=1.